Dataset: Reaction yield outcomes from USPTO patents with 853,638 reactions. Task: Predict the reaction yield, written as a fraction of the theoretical maximum amount of product (1.0 means a 100% yield; for example, 0.34 means a 34% yield). (1) The catalyst is C(Cl)Cl.CN(C1C=CN=CC=1)C. The yield is 0.890. The product is [CH2:1]([O:8][N:9]1[C:15](=[O:16])[N:14]2[CH2:17][C@H:10]1[CH2:11][CH2:12][C@H:13]2[C:18]([NH:31][O:30][CH2:29][CH2:28][NH:27][C:26](=[O:32])[O:25][C:21]([CH3:23])([CH3:22])[CH3:24])=[O:20])[C:2]1[CH:3]=[CH:4][CH:5]=[CH:6][CH:7]=1. The reactants are [CH2:1]([O:8][N:9]1[C:15](=[O:16])[N:14]2[CH2:17][C@H:10]1[CH2:11][CH2:12][C@H:13]2[C:18]([OH:20])=O)[C:2]1[CH:7]=[CH:6][CH:5]=[CH:4][CH:3]=1.[C:21]([O:25][C:26](=[O:32])[NH:27][CH2:28][CH2:29][O:30][NH2:31])([CH3:24])([CH3:23])[CH3:22].ON1C2C=CC=CC=2N=N1.Cl.C(N=C=NCCCN(C)C)C. (2) The reactants are [C:1]([O:5][C:6](=[O:22])[CH2:7][CH2:8][O:9][CH2:10][CH2:11][O:12][CH2:13][CH2:14][O:15][CH2:16][CH2:17][O:18][CH2:19][CH2:20][SH:21])([CH3:4])([CH3:3])[CH3:2].[N:23]1[CH:28]=[CH:27][CH:26]=[CH:25][C:24]=1[S:29][S:29][C:24]1[CH:25]=[CH:26][CH:27]=[CH:28][N:23]=1.C(O)(=O)C. The catalyst is C(O)C. The product is [C:1]([O:5][C:6](=[O:22])[CH2:7][CH2:8][O:9][CH2:10][CH2:11][O:12][CH2:13][CH2:14][O:15][CH2:16][CH2:17][O:18][CH2:19][CH2:20][S:21][S:29][C:24]1[CH:25]=[CH:26][CH:27]=[CH:28][N:23]=1)([CH3:3])([CH3:2])[CH3:4]. The yield is 0.880. (3) The reactants are [F:1][C:2]1[CH:10]=[CH:9][C:8]([O:11][C:12]([F:15])([F:14])[F:13])=[C:7]2[C:3]=1[CH:4]=[CH:5][N:6]2[CH2:16][CH2:17][O:18][CH3:19].[C:20](O[C:20]([C:22]([F:25])([F:24])[F:23])=[O:21])([C:22]([F:25])([F:24])[F:23])=[O:21]. The catalyst is CN(C=O)C. The product is [F:23][C:22]([F:25])([F:24])[C:20]([C:4]1[C:3]2[C:7](=[C:8]([O:11][C:12]([F:14])([F:15])[F:13])[CH:9]=[CH:10][C:2]=2[F:1])[N:6]([CH2:16][CH2:17][O:18][CH3:19])[CH:5]=1)=[O:21]. The yield is 0.690. (4) The reactants are C(O[C:4]1[C:8]([O:9][CH2:10][CH3:11])=[N:7][S:6](=[O:12])[N:5]=1)C.[C:13]([O:17][C:18](=[O:29])[C@H:19]([CH2:21][C:22]1[CH:27]=[CH:26][C:25]([OH:28])=[CH:24][CH:23]=1)[NH2:20])([CH3:16])([CH3:15])[CH3:14]. The catalyst is C(O)C. The product is [C:13]([O:17][C:18](=[O:29])[C@H:19]([CH2:21][C:22]1[CH:27]=[CH:26][C:25]([OH:28])=[CH:24][CH:23]=1)[NH:20][C:4]1[C:8]([O:9][CH2:10][CH3:11])=[N:7][S:6](=[O:12])[N:5]=1)([CH3:16])([CH3:14])[CH3:15]. The yield is 0.880. (5) The reactants are [F:1][C:2]1[CH:24]=[CH:23][C:5]([CH2:6][C@H:7]2[CH2:12][C@@H:11]([C:13]3[O:17][NH:16][C:15](=[O:18])[CH:14]=3)[CH2:10][CH2:9][N:8]2C(OC)=O)=[CH:4][CH:3]=1.Br. No catalyst specified. The product is [F:1][C:2]1[CH:24]=[CH:23][C:5]([CH2:6][C@H:7]2[CH2:12][C@@H:11]([C:13]3[O:17][NH:16][C:15](=[O:18])[CH:14]=3)[CH2:10][CH2:9][NH:8]2)=[CH:4][CH:3]=1. The yield is 0.670. (6) The yield is 0.560. The product is [OH:22][C@H:23]([C:27]1[CH:32]=[CH:31][CH:30]=[CH:29][CH:28]=1)[C:24]([NH:1][C:2]1[CH:3]=[C:4]2[C:20](=[O:21])[NH:19][N:18]=[CH:17][C:6]3=[C:7]([C:11]4[CH:12]=[CH:13][CH:14]=[CH:15][CH:16]=4)[NH:8][C:9]([CH:10]=1)=[C:5]23)=[O:25]. The reactants are [NH2:1][C:2]1[CH:3]=[C:4]2[C:20](=[O:21])[NH:19][N:18]=[CH:17][C:6]3=[C:7]([C:11]4[CH:16]=[CH:15][CH:14]=[CH:13][CH:12]=4)[NH:8][C:9]([CH:10]=1)=[C:5]23.[OH:22][C@H:23]([C:27]1[CH:32]=[CH:31][CH:30]=[CH:29][CH:28]=1)[C:24](O)=[O:25].C(N(CC)CC)C.F[P-](F)(F)(F)(F)F.N1(OC(N(C)C)=[N+](C)C)C2N=CC=CC=2N=N1. The catalyst is C(Cl)Cl.CN(C)C=O.CO.C(OCC)C.